This data is from Retrosynthesis with 50K atom-mapped reactions and 10 reaction types from USPTO. The task is: Predict the reactants needed to synthesize the given product. Given the product FC(F)(F)c1ccc(Nc2ncnc3c2CNCC3)cc1, predict the reactants needed to synthesize it. The reactants are: FC(F)(F)c1ccc(Nc2ncnc3c2CN(Cc2ccccc2)CC3)cc1.